This data is from In vitro SARS-CoV-2 activity screen of 1,480 approved drugs from Prestwick library. The task is: Binary Classification. Given a drug SMILES string, predict its activity (active/inactive) in a high-throughput screening assay against a specified biological target. (1) The compound is CCOC(=O)OC(C)OC(=O)[C@@H]1N2C(=O)[C@@H](NC(=O)[C@H](N)c3ccccc3)[C@H]2SC1(C)C.Cl. The result is 0 (inactive). (2) The compound is CC1=C(/C=C/C(C)=C/C=C/C(C)=C\C(=O)O)C(C)(C)CCC1. The result is 1 (active).